From a dataset of Forward reaction prediction with 1.9M reactions from USPTO patents (1976-2016). Predict the product of the given reaction. (1) Given the reactants Cl[C:2]1[N:7]=[C:6]([C:8]2[S:12][C:11]([CH:13]3[CH2:18][CH2:17][O:16][CH2:15][CH2:14]3)=[N:10][C:9]=2[C:19]2[C:20]([F:37])=[C:21]([NH:25][S:26]([C:29]3[CH:34]=[C:33]([F:35])[CH:32]=[CH:31][C:30]=3[F:36])(=[O:28])=[O:27])[CH:22]=[CH:23][CH:24]=2)[CH:5]=[CH:4][N:3]=1.[CH3:38][Zn]C, predict the reaction product. The product is: [F:36][C:30]1[CH:31]=[CH:32][C:33]([F:35])=[CH:34][C:29]=1[S:26]([NH:25][C:21]1[CH:22]=[CH:23][CH:24]=[C:19]([C:9]2[N:10]=[C:11]([CH:13]3[CH2:18][CH2:17][O:16][CH2:15][CH2:14]3)[S:12][C:8]=2[C:6]2[CH:5]=[CH:4][N:3]=[C:2]([CH3:38])[N:7]=2)[C:20]=1[F:37])(=[O:28])=[O:27]. (2) Given the reactants [CH2:1]([O:4][C:5]1([CH3:45])[CH2:10][CH2:9][N:8]([C:11]2[N:16]3[CH:17]=[C:18]([C:20]4[CH:21]=[C:22]([C:26]5[CH:31]=[C:30]([CH3:32])[CH:29]=[CH:28][C:27]=5[OH:33])[CH:23]=[CH:24][CH:25]=4)[N:19]=[C:15]3[CH:14]=[C:13]([CH3:34])[C:12]=2[C@H:35]([O:40][C:41]([CH3:44])([CH3:43])[CH3:42])[C:36]([O:38][CH3:39])=[O:37])[CH2:7][CH2:6]1)[CH:2]=[CH2:3].[CH3:46][C@@H:47](O)[CH2:48][CH:49]=[CH2:50].C1C=CC(P(C2C=CC=CC=2)C2C=CC=CC=2)=CC=1.CCOC(/N=N/C(OCC)=O)=O, predict the reaction product. The product is: [CH2:1]([O:4][C:5]1([CH3:45])[CH2:10][CH2:9][N:8]([C:11]2[N:16]3[CH:17]=[C:18]([C:20]4[CH:21]=[C:22]([C:26]5[CH:31]=[C:30]([CH3:32])[CH:29]=[CH:28][C:27]=5[O:33][C@H:49]([CH2:48][CH:47]=[CH2:46])[CH3:50])[CH:23]=[CH:24][CH:25]=4)[N:19]=[C:15]3[CH:14]=[C:13]([CH3:34])[C:12]=2[C@H:35]([O:40][C:41]([CH3:44])([CH3:43])[CH3:42])[C:36]([O:38][CH3:39])=[O:37])[CH2:7][CH2:6]1)[CH:2]=[CH2:3]. (3) Given the reactants C([O:3][C:4]1[CH2:5][CH2:6][C:7]2[C:8]([C:14]([O:16][CH2:17][CH3:18])=[O:15])=[N:9][N:10]([CH3:13])[C:11]=2[CH:12]=1)C.Cl, predict the reaction product. The product is: [CH3:13][N:10]1[C:11]2[CH2:12][C:4](=[O:3])[CH2:5][CH2:6][C:7]=2[C:8]([C:14]([O:16][CH2:17][CH3:18])=[O:15])=[N:9]1. (4) Given the reactants [C:1]([O:5][C:6]([N:8]1[CH2:11][CH2:10][C@H:9]1[CH2:12][O:13][C:14]1[CH:15]=[C:16]([C:20]2[CH:21]=[C:22]([CH2:26][CH2:27][CH2:28][NH:29]C(=O)OCC3C=CC=CC=3)[CH:23]=[CH:24][CH:25]=2)[CH:17]=[N:18][CH:19]=1)=[O:7])([CH3:4])([CH3:3])[CH3:2].N#N, predict the reaction product. The product is: [C:1]([O:5][C:6]([N:8]1[CH2:11][CH2:10][C@H:9]1[CH2:12][O:13][C:14]1[CH:15]=[C:16]([C:20]2[CH:21]=[C:22]([CH2:26][CH2:27][CH2:28][NH2:29])[CH:23]=[CH:24][CH:25]=2)[CH:17]=[N:18][CH:19]=1)=[O:7])([CH3:4])([CH3:3])[CH3:2]. (5) Given the reactants [CH:1]1([N:7]2[C:11]([NH2:12])=[CH:10][C:9]([CH3:13])=[N:8]2)[CH2:6][CH2:5][CH2:4][CH2:3][CH2:2]1.[CH:14]1([C:17](=O)[CH2:18][C:19](=O)[C:20]([O:22][CH2:23][CH3:24])=[O:21])[CH2:16][CH2:15]1, predict the reaction product. The product is: [CH:1]1([N:7]2[C:11]3[N:12]=[C:17]([CH:14]4[CH2:15][CH2:16]4)[CH:18]=[C:19]([C:20]([O:22][CH2:23][CH3:24])=[O:21])[C:10]=3[C:9]([CH3:13])=[N:8]2)[CH2:2][CH2:3][CH2:4][CH2:5][CH2:6]1. (6) Given the reactants C(OC(NC(CCCC)C([O-])=O)=O)(C)(C)C.[C:25](O[C:25]([O:27][C:28]([CH3:31])([CH3:30])[CH3:29])=[O:26])([O:27][C:28]([CH3:31])([CH3:30])[CH3:29])=[O:26].Cl.[CH3:33][O:34][C:35](=[O:53])[C@H:36]([CH2:38][CH2:39][CH2:40][CH2:41][NH:42][C:43]([O:45][CH2:46][C:47]1[CH:52]=[CH:51][CH:50]=[CH:49][CH:48]=1)=[O:44])[NH2:37].C(N(CC)CC)C, predict the reaction product. The product is: [CH2:46]([O:45][C:43]([NH:42][CH2:41][CH2:40][CH2:39][CH2:38][C@H:36]([NH:37][C:25]([O:27][C:28]([CH3:29])([CH3:30])[CH3:31])=[O:26])[C:35]([O:34][CH3:33])=[O:53])=[O:44])[C:47]1[CH:48]=[CH:49][CH:50]=[CH:51][CH:52]=1. (7) Given the reactants [Cl:1][C:2]1[CH:7]=[CH:6][C:5](Br)=[CH:4][CH:3]=1.[Li]CCCC.[Cl:14][C:15]1[CH:26]=[CH:25][C:18]([C:19](N(OC)C)=[O:20])=[CH:17][N:16]=1, predict the reaction product. The product is: [Cl:1][C:2]1[CH:7]=[CH:6][C:5]([C:19]([C:18]2[CH:17]=[N:16][C:15]([Cl:14])=[CH:26][CH:25]=2)=[O:20])=[CH:4][CH:3]=1.